Dataset: Forward reaction prediction with 1.9M reactions from USPTO patents (1976-2016). Task: Predict the product of the given reaction. (1) Given the reactants [CH:1]([C:3]1[CH:10]=[CH:9][C:6]([C:7]#[N:8])=[CH:5][C:4]=1[CH:11]=[CH2:12])=[O:2], predict the reaction product. The product is: [CH2:11]([C:4]1[CH:5]=[C:6]([CH:9]=[CH:10][C:3]=1[CH:1]=[O:2])[C:7]#[N:8])[CH3:12]. (2) The product is: [Cl:1][C:2]1[C:6]([S:7](=[O:18])(=[O:17])[NH:8][C:9]2([C:13]([F:14])([F:15])[F:16])[CH2:10][CH2:11][CH2:12]2)=[CH:5][N:4]([CH3:19])[C:3]=1[C:20]([NH:28][C:27]1[CH:29]=[CH:30][C:31]([F:32])=[C:25]([Cl:24])[CH:26]=1)=[O:21]. Given the reactants [Cl:1][C:2]1[C:6]([S:7](=[O:18])(=[O:17])[NH:8][C:9]2([C:13]([F:16])([F:15])[F:14])[CH2:12][CH2:11][CH2:10]2)=[CH:5][N:4]([CH3:19])[C:3]=1[C:20](OC)=[O:21].[Cl:24][C:25]1[CH:26]=[C:27]([CH:29]=[CH:30][C:31]=1[F:32])[NH2:28].C[Si]([N-][Si](C)(C)C)(C)C.[Li+], predict the reaction product. (3) Given the reactants [Cl:1][C:2]1[CH:7]=[CH:6][C:5]([S:8]([N:11]([CH2:22][C:23]2[CH:28]=[CH:27][C:26]([C:29]#[N:30])=[CH:25][CH:24]=2)[CH:12]2[CH2:18][C:17]([CH3:20])([CH3:19])[CH2:16][CH2:15][NH:14][C:13]2=[O:21])(=[O:10])=[O:9])=[CH:4][CH:3]=1.[Cl-].[NH4+].[N-:33]=[N+:34]=[N-:35].[Na+].Cl, predict the reaction product. The product is: [Cl:1][C:2]1[CH:7]=[CH:6][C:5]([S:8]([N:11]([CH:12]2[CH2:18][C:17]([CH3:19])([CH3:20])[CH2:16][CH2:15][NH:14][C:13]2=[O:21])[CH2:22][C:23]2[CH:28]=[CH:27][C:26]([C:29]3[N:33]=[N:34][NH:35][N:30]=3)=[CH:25][CH:24]=2)(=[O:9])=[O:10])=[CH:4][CH:3]=1. (4) Given the reactants Br[C:2]1[CH:3]=[C:4]2[C:9](=[CH:10][CH:11]=1)[N:8]=[CH:7][CH:6]=[C:5]2[C:12]1[CH:17]=[CH:16][N:15]=[CH:14][CH:13]=1.[CH3:18][S:19]([C:22]1[CH:23]=[C:24](B(O)O)[CH:25]=[N:26][CH:27]=1)(=[O:21])=[O:20].C([O-])(O)=O.[Na+], predict the reaction product. The product is: [CH3:18][S:19]([C:22]1[CH:23]=[C:24]([C:2]2[CH:3]=[C:4]3[C:9](=[CH:10][CH:11]=2)[N:8]=[CH:7][CH:6]=[C:5]3[C:12]2[CH:17]=[CH:16][N:15]=[CH:14][CH:13]=2)[CH:25]=[N:26][CH:27]=1)(=[O:21])=[O:20]. (5) Given the reactants [C:1]([O:10][CH3:11])(=[O:9])[C:2]1[C:3](=[CH:5][CH:6]=[CH:7][CH:8]=1)[OH:4].C([O-])([O-])=O.[K+].[K+].Cl[CH2:19][C:20]([O:22][CH3:23])=[O:21], predict the reaction product. The product is: [CH3:11][O:10][C:1](=[O:9])[C:2]1[CH:8]=[CH:7][CH:6]=[CH:5][C:3]=1[O:4][CH2:19][C:20]([O:22][CH3:23])=[O:21]. (6) Given the reactants [CH3:1][Si:2]([CH2:5][CH2:6][O:7][CH2:8]Cl)([CH3:4])[CH3:3].[C:10]1([C:30]2[CH:35]=[CH:34][CH:33]=[CH:32][CH:31]=2)[CH:15]=[CH:14][C:13]([C:16]2[C:28]([Cl:29])=[CH:27][C:19]3[NH:20][C:21]([S:23]([CH3:26])(=[O:25])=[O:24])=[N:22][C:18]=3[CH:17]=2)=[CH:12][CH:11]=1.CCN(C(C)C)C(C)C, predict the reaction product. The product is: [C:10]1([C:30]2[CH:31]=[CH:32][CH:33]=[CH:34][CH:35]=2)[CH:15]=[CH:14][C:13]([C:16]2[C:28]([Cl:29])=[CH:27][C:19]3[N:20]([CH2:8][O:7][CH2:6][CH2:5][Si:2]([CH3:1])([CH3:3])[CH3:4])[C:21]([S:23]([CH3:26])(=[O:24])=[O:25])=[N:22][C:18]=3[CH:17]=2)=[CH:12][CH:11]=1. (7) Given the reactants C(OC[NH:7][C@@H:8]([CH2:39][C:40]1[CH:45]=[CH:44][CH:43]=[CH:42][CH:41]=1)[C@@H:9]([OH:38])[CH2:10][C@@H:11]([NH:27][C:28](=[O:37])[O:29][CH2:30][C:31]1[CH:36]=[CH:35][CH:34]=[CH:33][CH:32]=1)[CH2:12][C:13]1[CH:18]=[CH:17][C:16]([C:19]2[CH:24]=[CH:23][CH:22]=[C:21]([O:25][CH3:26])[N:20]=2)=[CH:15][CH:14]=1)(C)(C)C.Cl, predict the reaction product. The product is: [NH2:7][C@@H:8]([CH2:39][C:40]1[CH:45]=[CH:44][CH:43]=[CH:42][CH:41]=1)[C@@H:9]([OH:38])[CH2:10][C@@H:11]([NH:27][C:28](=[O:37])[O:29][CH2:30][C:31]1[CH:32]=[CH:33][CH:34]=[CH:35][CH:36]=1)[CH2:12][C:13]1[CH:18]=[CH:17][C:16]([C:19]2[CH:24]=[CH:23][CH:22]=[C:21]([O:25][CH3:26])[N:20]=2)=[CH:15][CH:14]=1.